This data is from Forward reaction prediction with 1.9M reactions from USPTO patents (1976-2016). The task is: Predict the product of the given reaction. (1) The product is: [CH2:6]([O:5][C:3](=[O:4])[CH2:2][C:25]1[CH:24]=[CH:23][C:22]([N+:28]([O-:30])=[O:29])=[C:21]([O:20][CH2:19][CH:16]2[CH2:18][CH2:17]2)[CH:26]=1)[CH3:7]. Given the reactants C(OC(C)(C)C)(=O)[CH2:2][C:3]([O:5][CH2:6][CH3:7])=[O:4].[H-].[Na+].[CH:16]1([CH2:19][O:20][C:21]2[CH:26]=[C:25](F)[CH:24]=[CH:23][C:22]=2[N+:28]([O-:30])=[O:29])[CH2:18][CH2:17]1, predict the reaction product. (2) Given the reactants [Cl:1][C:2]1[N:3]=[C:4]([NH:11][C:12]2[CH:16]=[C:15]([C:17]([O:19]C)=[O:18])[NH:14][N:13]=2)[C:5]2[O:10][CH:9]=[CH:8][C:6]=2[N:7]=1.[OH-].[Na+:22], predict the reaction product. The product is: [Cl:1][C:2]1[N:3]=[C:4]([NH:11][C:12]2[CH:16]=[C:15]([C:17]([O-:19])=[O:18])[NH:14][N:13]=2)[C:5]2[O:10][CH:9]=[CH:8][C:6]=2[N:7]=1.[Na+:22]. (3) Given the reactants [N+:1]([C:4]1[CH:5]=[CH:6][C:7]([O:15][C:16]2[CH:21]=[CH:20][C:19]([F:22])=[C:18]([F:23])[CH:17]=2)=[C:8]([CH:14]=1)[C:9]([O:11][CH2:12][CH3:13])=[O:10])([O-])=O.NC1C=CC=CC=1, predict the reaction product. The product is: [NH2:1][C:4]1[CH:5]=[CH:6][C:7]([O:15][C:16]2[CH:21]=[CH:20][C:19]([F:22])=[C:18]([F:23])[CH:17]=2)=[C:8]([CH:14]=1)[C:9]([O:11][CH2:12][CH3:13])=[O:10]. (4) Given the reactants [CH3:1][C:2]1[O:3][C:4]2[C:9]([C:10](=[O:12])[CH:11]=1)=[CH:8][CH:7]=[CH:6][C:5]=2[CH:13]=O.[C:15]([CH:17]=[C:18]([O-])[CH3:19])#[N:16].[Na+].[NH2:22][C:23]1[CH:28]=[CH:27][NH:26][C:25](=[O:29])[CH:24]=1.C(O)(=O)C, predict the reaction product. The product is: [CH3:19][C:18]1[NH:22][C:23]2[CH:28]=[CH:27][NH:26][C:25](=[O:29])[C:24]=2[CH:13]([C:5]2[CH:6]=[CH:7][CH:8]=[C:9]3[C:4]=2[O:3][C:2]([CH3:1])=[CH:11][C:10]3=[O:12])[C:17]=1[C:15]#[N:16]. (5) Given the reactants [F:1][C:2]1[CH:3]=[C:4]([CH:31]=[C:32]([F:34])[CH:33]=1)[CH2:5][C@H:6]1[C@@H:10]([C@H:11]2[CH2:16][O:15][CH2:14][CH2:13][N:12]2[CH:17]([C:24]2[CH:29]=[CH:28][CH:27]=[CH:26][CH:25]=2)[C:18]2[CH:23]=[CH:22][CH:21]=[CH:20][CH:19]=2)[O:9][C:8](=[O:30])[NH:7]1.FC1C=C(C=C(F)C=1)C[C@H]1[C@@H](C2COCCN2)OC(=O)N1.C(=O)([O-])[O-].[K+].[K+].BrC(C1C=CC=CC=1)C1C=CC=CC=1, predict the reaction product. The product is: [F:1][C:2]1[CH:3]=[C:4]([CH:31]=[C:32]([F:34])[CH:33]=1)[CH2:5][C@H:6]1[C@@H:10]([C@H:11]2[CH2:16][C@H:14]([OH:15])[CH2:13][N:12]2[CH:17]([C:18]2[CH:23]=[CH:22][CH:21]=[CH:20][CH:19]=2)[C:24]2[CH:29]=[CH:28][CH:27]=[CH:26][CH:25]=2)[O:9][C:8](=[O:30])[NH:7]1. (6) Given the reactants [CH3:1][O-:2].[Na+].[N:4]([C:7]([C:10]1[CH:15]=[CH:14][C:13]([C:16](=O)[CH2:17][C:18]2[CH:23]=[CH:22][CH:21]=[CH:20][CH:19]=2)=[CH:12][CH:11]=1)([CH3:9])[CH3:8])=[N+:5]=[N-:6].Cl[C:26]1[C:31]([CH:32]=O)=[C:30]([NH:34]C(=O)OC(C)(C)C)[CH:29]=[CH:28][N:27]=1.Cl, predict the reaction product. The product is: [N:4]([C:7]([C:10]1[CH:15]=[CH:14][C:13]([C:16]2[C:17]([C:18]3[CH:23]=[CH:22][CH:21]=[CH:20][CH:19]=3)=[CH:32][C:31]3[C:30](=[CH:29][CH:28]=[N:27][C:26]=3[O:2][CH3:1])[N:34]=2)=[CH:12][CH:11]=1)([CH3:9])[CH3:8])=[N+:5]=[N-:6]. (7) Given the reactants [CH2:1]([NH:3][C:4]1[C:9]([CH2:10][C:11]2[CH:16]=[C:15]([O:17][CH3:18])[C:14]([O:19][CH3:20])=[CH:13][C:12]=2[CH:21]([CH3:23])[CH3:22])=[CH:8][N:7]=[C:6](S(C)(=O)=O)[N:5]=1)[CH3:2].[NH4+:28].[OH-], predict the reaction product. The product is: [CH2:1]([NH:3][C:4]1[C:9]([CH2:10][C:11]2[CH:16]=[C:15]([O:17][CH3:18])[C:14]([O:19][CH3:20])=[CH:13][C:12]=2[CH:21]([CH3:23])[CH3:22])=[CH:8][N:7]=[C:6]([NH2:28])[N:5]=1)[CH3:2]. (8) Given the reactants [O:1]=[C:2]1[CH2:5][CH:4]([C:6]([O:8][CH3:9])=[O:7])[CH2:3]1.[BH4-].[Na+].O, predict the reaction product. The product is: [OH:1][CH:2]1[CH2:5][CH:4]([C:6]([O:8][CH3:9])=[O:7])[CH2:3]1. (9) Given the reactants [CH3:1][CH2:2][NH:3][C:4]([N:6]([C:13]([C@H:15]1[CH2:30][N:29]([CH2:31][CH:32]=[CH2:33])[C@H:28]2[C@@H:17]([C:18]3[C:23]4[C:24]([CH2:27]2)=[CH:25][NH:26][C:22]=4[CH:21]=[CH:20][CH:19]=3)[CH2:16]1)=[O:14])[CH2:7][CH2:8][CH2:9][N:10]([CH3:12])[CH3:11])=[O:5], predict the reaction product. The product is: [CH3:1][CH2:2][NH:3][C:4]([N:6]([C:13]([C@H:15]1[CH2:30][N:29]([CH2:31][CH:32]=[CH2:33])[C@H:28]2[C@@H:17]([C:18]3[C:23]4[C:24]([CH2:27]2)=[CH:25][NH:26][C:22]=4[CH:21]=[CH:20][CH:19]=3)[CH2:16]1)=[O:14])[CH2:7][CH2:8][CH2:9][N:10]([CH3:12])[CH3:11])=[O:5].[C:17]1([CH3:16])[CH:28]=[CH:27][CH:24]=[CH:23][CH:18]=1.